This data is from Forward reaction prediction with 1.9M reactions from USPTO patents (1976-2016). The task is: Predict the product of the given reaction. (1) Given the reactants [ClH:1].CS(C1SC([N:11]2[CH2:15][CH2:14][C:13]3([CH2:20][CH2:19][NH:18][CH2:17][CH2:16]3)[CH2:12]2)=NN=1)(=O)=O.Br[C:22]1[CH:27]=[N:26][C:25]([S:28]([CH3:31])(=[O:30])=[O:29])=[CH:24][N:23]=1.C1C2(CCNCC2)CCN1C(OC(C)(C)C)=O, predict the reaction product. The product is: [ClH:1].[CH3:31][S:28]([C:25]1[N:26]=[CH:27][C:22]([N:18]2[CH2:17][CH2:16][C:13]3([CH2:12][NH:11][CH2:15][CH2:14]3)[CH2:20][CH2:19]2)=[N:23][CH:24]=1)(=[O:30])=[O:29]. (2) Given the reactants [CH2:1]([O:8][C:9]1[C:18]([CH3:19])=[CH:17][CH:16]=[CH:15][C:10]=1[C:11](OC)=[O:12])[C:2]1[CH:7]=[CH:6][CH:5]=[CH:4][CH:3]=1.[Li+].[BH4-], predict the reaction product. The product is: [CH2:1]([O:8][C:9]1[C:18]([CH3:19])=[CH:17][CH:16]=[CH:15][C:10]=1[CH2:11][OH:12])[C:2]1[CH:3]=[CH:4][CH:5]=[CH:6][CH:7]=1. (3) Given the reactants [NH:1](C(OC(C)(C)C)=O)[C@H:2]([C:7]([OH:9])=[O:8])[CH2:3][CH:4]([CH3:6])[CH3:5], predict the reaction product. The product is: [NH2:1][C@H:2]([C:7]([OH:9])=[O:8])[CH2:3][CH:4]([CH3:6])[CH3:5]. (4) Given the reactants [CH3:1][C:2]1[CH:3]=[C:4]([CH:7]=[CH:8][C:9]=1[N:10]1[C:14]2[NH:15][CH:16]=[CH:17][C:18](=O)[C:13]=2[C:12]([C:20]([F:23])([F:22])[F:21])=[N:11]1)[C:5]#[N:6].S(Cl)([Cl:26])=O.CN(C=O)C.O, predict the reaction product. The product is: [Cl:26][C:18]1[CH:17]=[CH:16][N:15]=[C:14]2[N:10]([C:9]3[CH:8]=[CH:7][C:4]([C:5]#[N:6])=[CH:3][C:2]=3[CH3:1])[N:11]=[C:12]([C:20]([F:23])([F:22])[F:21])[C:13]=12. (5) Given the reactants [CH3:1][O:2][C:3]1[CH:13]=[CH:12][C:6]([C:7]([O:9]CC)=[O:8])=[CH:5][C:4]=1/[CH:14]=[CH:15]/[C:16]1[CH:21]=[CH:20][C:19]([C:22]([F:25])([F:24])[F:23])=[CH:18][CH:17]=1.FC(F)(F)C1C=CC(CP(=O)(OCC)OCC)=CC=1.C(C1C=C(C=CC=1OC)C(OCC)=O)=O, predict the reaction product. The product is: [CH3:1][O:2][C:3]1[CH:13]=[CH:12][C:6]([C:7]([OH:9])=[O:8])=[CH:5][C:4]=1/[CH:14]=[CH:15]/[C:16]1[CH:21]=[CH:20][C:19]([C:22]([F:23])([F:25])[F:24])=[CH:18][CH:17]=1. (6) Given the reactants [CH3:1][O:2][C:3](=[O:16])[C:4]1[CH:9]=[CH:8][CH:7]=[C:6]([C:10]2[N:11]=[CH:12][S:13][C:14]=2[CH3:15])[CH:5]=1.[Br:17]N1C(=O)CCC1=O, predict the reaction product. The product is: [CH3:1][O:2][C:3](=[O:16])[C:4]1[CH:9]=[CH:8][CH:7]=[C:6]([C:10]2[N:11]=[CH:12][S:13][C:14]=2[CH2:15][Br:17])[CH:5]=1. (7) Given the reactants C([O:3][C:4](=[O:19])[CH2:5][C@H:6]1[O:10][B:9]([OH:11])[C:8]2[CH:12]=[C:13]([O:17][CH3:18])[CH:14]=[C:15]([CH3:16])[C:7]1=2)C.[Li+].[OH-].Cl, predict the reaction product. The product is: [OH:11][B:9]1[C:8]2[CH:12]=[C:13]([O:17][CH3:18])[CH:14]=[C:15]([CH3:16])[C:7]=2[C@@H:6]([CH2:5][C:4]([OH:19])=[O:3])[O:10]1. (8) Given the reactants [NH2:1][C:2]1[CH:20]=[CH:19][C:5]([O:6][C:7]2[CH:12]=[CH:11][N:10]=[C:9]3[NH:13][CH:14]=[C:15]([CH2:16][CH2:17][OH:18])[C:8]=23)=[C:4]([F:21])[CH:3]=1.Cl[C:23]1[CH:28]=[C:27]([C:29]([F:32])([F:31])[F:30])[N:26]=[C:25]([NH2:33])[N:24]=1.Cl.[OH-].[Na+], predict the reaction product. The product is: [NH2:33][C:25]1[N:24]=[C:23]([NH:1][C:2]2[CH:20]=[CH:19][C:5]([O:6][C:7]3[CH:12]=[CH:11][N:10]=[C:9]4[NH:13][CH:14]=[C:15]([CH2:16][CH2:17][OH:18])[C:8]=34)=[C:4]([F:21])[CH:3]=2)[CH:28]=[C:27]([C:29]([F:32])([F:30])[F:31])[N:26]=1. (9) Given the reactants Cl[C:2]1[N:6]2[N:7]=[C:8]([C:11]3[CH:12]=[C:13]([NH:19][S:20]([C:23]4[CH:28]=[CH:27][C:26]([F:29])=[CH:25][CH:24]=4)(=[O:22])=[O:21])[C:14]([O:17][CH3:18])=[N:15][CH:16]=3)[CH:9]=[CH:10][C:5]2=[N:4][N:3]=1.[CH3:30][C:31]([OH:35])([C:33]#[CH:34])[CH3:32].N(C(C)C)C(C)C.CC(C1C=C(C(C)C)C(C2C=CC=CC=2P(C2CCCCC2)C2CCCCC2)=C(C(C)C)C=1)C, predict the reaction product. The product is: [F:29][C:26]1[CH:25]=[CH:24][C:23]([S:20]([NH:19][C:13]2[C:14]([O:17][CH3:18])=[N:15][CH:16]=[C:11]([C:8]3[CH:9]=[CH:10][C:5]4[N:6]([C:2]([C:34]#[C:33][C:31]([OH:35])([CH3:32])[CH3:30])=[N:3][N:4]=4)[N:7]=3)[CH:12]=2)(=[O:21])=[O:22])=[CH:28][CH:27]=1. (10) Given the reactants FC1C=C([N+]([O-])=O)C(F)=CC=1F.N1([C:19](=[O:21])C)CCNCC1.C(=O)([O-])[O-].[Cs+].[Cs+].[F:28][C:29]1[CH:34]=[C:33]([N+:35]([O-:37])=[O:36])[C:32](F)=[CH:31][C:30]=1[N:39]1[CH2:44][CH2:43][N:42]([C:45](=[O:47])[CH3:46])[CH2:41][CH2:40]1.FC1C(F)=CC(N2CCN(C(=O)C)CC2)=C([N+]([O-])=O)C=1, predict the reaction product. The product is: [F:28][C:29]1[CH:34]=[C:33]([N+:35]([O-:37])=[O:36])[C:32]([O:21][CH3:19])=[CH:31][C:30]=1[N:39]1[CH2:44][CH2:43][N:42]([C:45](=[O:47])[CH3:46])[CH2:41][CH2:40]1.